Dataset: Forward reaction prediction with 1.9M reactions from USPTO patents (1976-2016). Task: Predict the product of the given reaction. (1) Given the reactants C(N([P:8]([N:12]([CH:16]([CH3:18])[CH3:17])[CH:13]([CH3:15])[CH3:14])(Cl)([O-:10])[O-:9])C(C)C)(C)C.[O:19]([CH2:26][C:27]([NH:29][C:30]1[CH:66]=[CH:65][N:33]([C@@H:34]2[O:64][C@H:38]([CH2:39][O:40][C:41]([C:58]3[CH:63]=[CH:62][CH:61]=[CH:60][CH:59]=3)([C:50]3[CH:55]=[CH:54][C:53]([O:56][CH3:57])=[CH:52][CH:51]=3)[C:42]3[CH:47]=[CH:46][C:45]([O:48][CH3:49])=[CH:44][CH:43]=3)[C@@H:36]([OH:37])[CH2:35]2)[C:32](=[O:67])[N:31]=1)=[O:28])[C:20]1[CH:25]=[CH:24][CH:23]=[CH:22][CH:21]=1.C(N(C(C)C)C(C)C)C.[C:77]([O:80][C@@H:81]1[C@@H:91]([O:92][C:93](=[O:95])[CH3:94])[C@H:90]([O:96][C:97](=[O:99])[CH3:98])[C@@H:89]([CH2:100][O:101][C:102](=[O:104])[CH3:103])[O:88][C@H:82]1[O:83][CH2:84][CH2:85][CH2:86]O)(=[O:79])[CH3:78].N1C=NN=N1, predict the reaction product. The product is: [O:19]([CH2:26][C:27]([NH:29][C:30]1[CH:66]=[CH:65][N:33]([C@@H:34]2[O:64][C@H:38]([CH2:39][O:40][C:41]([C:58]3[CH:59]=[CH:60][CH:61]=[CH:62][CH:63]=3)([C:42]3[CH:47]=[CH:46][C:45]([O:48][CH3:49])=[CH:44][CH:43]=3)[C:50]3[CH:51]=[CH:52][C:53]([O:56][CH3:57])=[CH:54][CH:55]=3)[C@@H:36]([O:37][P:8]([N:12]([CH:13]([CH3:14])[CH3:15])[CH:16]([CH3:17])[CH3:18])([O:9][CH2:86][CH2:85][CH2:84][O:83][C@@H:82]3[O:88][C@H:89]([CH2:100][O:101][C:102](=[O:104])[CH3:103])[C@@H:90]([O:96][C:97](=[O:99])[CH3:98])[C@H:91]([O:92][C:93](=[O:95])[CH3:94])[C@H:81]3[O:80][C:77](=[O:79])[CH3:78])=[O:10])[CH2:35]2)[C:32](=[O:67])[N:31]=1)=[O:28])[C:20]1[CH:21]=[CH:22][CH:23]=[CH:24][CH:25]=1. (2) Given the reactants C([O:9][C:10]1[CH:15]=[CH:14][CH:13]=[C:12]([O:16][CH2:17][CH:18]2[CH2:20][O:19]2)[CH:11]=1)(=O)C1C=CC=CC=1.[CH3:21][C:22]1[CH:27]=[C:26]([CH3:28])[N:25]=[C:24]([N:29]2[CH2:34][CH2:33][CH:32]([NH2:35])[CH2:31][CH2:30]2)[N:23]=1.C1C=CC(=O)C(O)=C(C2C=NC=NC=2)C=1, predict the reaction product. The product is: [CH3:21][C:22]1[CH:27]=[C:26]([CH3:28])[N:25]=[C:24]([N:29]2[CH2:30][CH2:31][CH:32]([NH:35][CH2:20][CH:18]([OH:19])[CH2:17][O:16][C:12]3[CH:11]=[C:10]([OH:9])[CH:15]=[CH:14][CH:13]=3)[CH2:33][CH2:34]2)[N:23]=1. (3) Given the reactants [Br:1][C:2]1[CH:3]=[C:4]([N:8]2[C:12]3[C:13](=[O:16])[CH2:14][CH2:15][C:11]=3[C:10]([C:17]([O:19][CH2:20][CH3:21])=[O:18])=[N:9]2)[CH:5]=[CH:6][CH:7]=1.[BH4-].[Na+], predict the reaction product. The product is: [Br:1][C:2]1[CH:3]=[C:4]([N:8]2[C:12]3[CH:13]([OH:16])[CH2:14][CH2:15][C:11]=3[C:10]([C:17]([O:19][CH2:20][CH3:21])=[O:18])=[N:9]2)[CH:5]=[CH:6][CH:7]=1. (4) Given the reactants [H-].[Na+].[CH3:3][CH2:4][O:5][C:6]([CH:8](P(OCC)(OCC)=O)[CH3:9])=[O:7].[Br:18][C:19]1[CH:20]=[N:21][C:22]([N:27]2[CH2:31][CH2:30][CH:29]([CH3:32])[CH2:28]2)=[C:23]([CH:26]=1)[CH:24]=O, predict the reaction product. The product is: [Br:18][C:19]1[CH:26]=[C:23](/[CH:24]=[C:8](\[CH3:9])/[C:6]([O:5][CH2:4][CH3:3])=[O:7])[C:22]([N:27]2[CH2:31][CH2:30][CH:29]([CH3:32])[CH2:28]2)=[N:21][CH:20]=1. (5) Given the reactants [Cl:1][C:2]1[CH:3]=[C:4]2[C:9](=[CH:10][C:11]=1[Cl:12])[CH:8]=[N:7][C:6]([N:13]=[C:14]=S)=[CH:5]2.C(=O)([O-])[O-].[Cs+].[Cs+].Cl.Cl.[NH2:24][CH2:25][C@@:26]1([OH:34])[CH:31]2[CH2:32][CH2:33][N:28]([CH2:29][CH2:30]2)[CH2:27]1.C(N=C=NC(C)C)(C)C, predict the reaction product. The product is: [Cl:1][C:2]1[CH:3]=[C:4]2[C:9](=[CH:10][C:11]=1[Cl:12])[CH:8]=[N:7][C:6]([NH:13][C:14]1[O:34][C@:26]3([CH2:25][N:24]=1)[CH:31]1[CH2:32][CH2:33][N:28]([CH2:29][CH2:30]1)[CH2:27]3)=[CH:5]2. (6) Given the reactants F[C:2]1[CH:3]=[CH:4][C:5]([O:11][CH:12]([CH3:14])[CH3:13])=[C:6]([N+:8]([O-:10])=[O:9])[CH:7]=1.[NH2:15][CH:16]1[CH2:21][CH2:20][O:19][CH2:18][CH2:17]1.C(=O)([O-])[O-].[K+].[K+], predict the reaction product. The product is: [CH:12]([O:11][C:5]1[CH:4]=[C:3]([NH:15][CH:16]2[CH2:21][CH2:20][O:19][CH2:18][CH2:17]2)[CH:2]=[CH:7][C:6]=1[N+:8]([O-:10])=[O:9])([CH3:14])[CH3:13]. (7) Given the reactants Cl[CH2:2][C:3]1[CH:8]=[CH:7][CH:6]=[C:5]([CH2:9][Cl:10])[N:4]=1.[C:11]([O:15][C:16]([N:18]1[CH2:23][CH2:22][NH:21][CH2:20][CH2:19]1)=[O:17])([CH3:14])([CH3:13])[CH3:12], predict the reaction product. The product is: [Cl:10][CH2:9][C:5]1[N:4]=[C:3]([CH2:2][N:21]2[CH2:20][CH2:19][N:18]([C:16]([O:15][C:11]([CH3:14])([CH3:13])[CH3:12])=[O:17])[CH2:23][CH2:22]2)[CH:8]=[CH:7][CH:6]=1. (8) Given the reactants Cl[CH2:2][C:3]1[S:7][C:6]([C:8]([F:11])([F:10])[F:9])=[C:5]([C:12]2[CH:17]=[CH:16][CH:15]=[CH:14][CH:13]=2)[CH:4]=1.[C:18]([O:22][C:23]([N:25]1[C:33]2[C:28](=[C:29]([CH3:35])[C:30]([OH:34])=[CH:31][CH:32]=2)[CH2:27][CH2:26]1)=[O:24])([CH3:21])([CH3:20])[CH3:19].C(=O)([O-])[O-].[K+].[K+], predict the reaction product. The product is: [C:18]([O:22][C:23]([N:25]1[C:33]2[C:28](=[C:29]([CH3:35])[C:30]([O:34][CH2:2][C:3]3[S:7][C:6]([C:8]([F:11])([F:10])[F:9])=[C:5]([C:12]4[CH:17]=[CH:16][CH:15]=[CH:14][CH:13]=4)[CH:4]=3)=[CH:31][CH:32]=2)[CH2:27][CH2:26]1)=[O:24])([CH3:21])([CH3:20])[CH3:19]. (9) The product is: [Br:43][C:44]1[N:45]=[CH:46][N:47]([CH2:25][C:26]2[CH:31]=[CH:30][C:29]([C:32]3[O:33][C:34]4[CH:40]=[CH:39][CH:38]=[CH:37][C:35]=4[N:36]=3)=[CH:28][C:27]=2[O:41][CH3:42])[CH:48]=1. Given the reactants COC1C=C(C2OC3C=CC=CC=3N=2)C=CC=1CN1C=CN=N1.Br[CH2:25][C:26]1[CH:31]=[CH:30][C:29]([C:32]2[O:33][C:34]3[CH:40]=[CH:39][CH:38]=[CH:37][C:35]=3[N:36]=2)=[CH:28][C:27]=1[O:41][CH3:42].[Br:43][C:44]1[N:45]=[CH:46][NH:47][CH:48]=1, predict the reaction product.